From a dataset of CYP1A2 inhibition data for predicting drug metabolism from PubChem BioAssay. Regression/Classification. Given a drug SMILES string, predict its absorption, distribution, metabolism, or excretion properties. Task type varies by dataset: regression for continuous measurements (e.g., permeability, clearance, half-life) or binary classification for categorical outcomes (e.g., BBB penetration, CYP inhibition). Dataset: cyp1a2_veith. (1) The molecule is Cc1cccc(C(=O)NNC(=O)c2cc3cc4ccccc4nc3s2)c1. The result is 0 (non-inhibitor). (2) The molecule is O=C(O)Cc1ccc(NC(=O)C2CCCCC2C(=O)O)cc1. The result is 0 (non-inhibitor). (3) The compound is COc1cccc(Nc2ncc3nc(-c4ccc(F)cc4)c(=O)n(CCC#N)c3n2)c1. The result is 1 (inhibitor).